This data is from CYP2C9 inhibition data for predicting drug metabolism from PubChem BioAssay. The task is: Regression/Classification. Given a drug SMILES string, predict its absorption, distribution, metabolism, or excretion properties. Task type varies by dataset: regression for continuous measurements (e.g., permeability, clearance, half-life) or binary classification for categorical outcomes (e.g., BBB penetration, CYP inhibition). Dataset: cyp2c9_veith. The molecule is COC(=O)[C@@H]1C[C@H]1[C@@H](NS(=O)(=O)c1ccc2ccccc2c1)c1ccccc1. The result is 1 (inhibitor).